The task is: Predict which catalyst facilitates the given reaction.. This data is from Catalyst prediction with 721,799 reactions and 888 catalyst types from USPTO. Reactant: [Br:1][C:2]1[CH:3]=[CH:4][C:5]([Cl:9])=[C:6]([OH:8])[CH:7]=1.Br[CH2:11][CH2:12][CH2:13][O:14][CH3:15].C([O-])([O-])=O.[K+].[K+].CN(C=O)C. Product: [Br:1][C:2]1[CH:3]=[CH:4][C:5]([Cl:9])=[C:6]([O:8][CH2:11][CH2:12][CH2:13][O:14][CH3:15])[CH:7]=1. The catalyst class is: 69.